From a dataset of Peptide-MHC class I binding affinity with 185,985 pairs from IEDB/IMGT. Regression. Given a peptide amino acid sequence and an MHC pseudo amino acid sequence, predict their binding affinity value. This is MHC class I binding data. (1) The peptide sequence is PLEGSEDRI. The MHC is HLA-A02:03 with pseudo-sequence HLA-A02:03. The binding affinity (normalized) is 0.0572. (2) The peptide sequence is VGNVYVKF. The MHC is HLA-B27:05 with pseudo-sequence HLA-B27:05. The binding affinity (normalized) is 0.